Dataset: Catalyst prediction with 721,799 reactions and 888 catalyst types from USPTO. Task: Predict which catalyst facilitates the given reaction. Reactant: [Cl:1][C:2]1[CH:7]=[CH:6][C:5]([NH:8][C:9]([NH:11][C:12]2[CH:17]=[C:16]([C:18]([F:21])([F:20])[F:19])[CH:15]=[C:14](O)[CH:13]=2)=[O:10])=[CH:4][C:3]=1[C:23]([F:26])([F:25])[F:24].[CH2:27](Br)[CH:28]=[CH2:29].C([O-])([O-])=O.[K+].[K+]. Product: [Cl:1][C:2]1[CH:7]=[CH:6][C:5]([NH:8][C:9]([NH:11][C:12]2[CH:17]=[C:16]([C:18]([F:21])([F:20])[F:19])[CH:15]=[C:14]([CH2:29][CH:28]=[CH2:27])[CH:13]=2)=[O:10])=[CH:4][C:3]=1[C:23]([F:26])([F:25])[F:24]. The catalyst class is: 3.